Dataset: Catalyst prediction with 721,799 reactions and 888 catalyst types from USPTO. Task: Predict which catalyst facilitates the given reaction. (1) Reactant: Cl.[NH2:2][C@H:3]([C:14]([O:16][CH3:17])=[O:15])[CH2:4][C:5]1[C:13]2[C:8](=[CH:9][CH:10]=[CH:11][CH:12]=2)[NH:7][CH:6]=1.C(N(CC)CC)C.[F:25][C:26]1[CH:36]=[CH:35][CH:34]=[C:33]([F:37])[C:27]=1[CH:28]=[CH:29][C:30](O)=[O:31].CCN=C=NCCCN(C)C.Cl. Product: [F:25][C:26]1[CH:36]=[CH:35][CH:34]=[C:33]([F:37])[C:27]=1[CH:28]=[CH:29][C:30]([NH:2][C@H:3]([C:14]([O:16][CH3:17])=[O:15])[CH2:4][C:5]1[C:13]2[C:8](=[CH:9][CH:10]=[CH:11][CH:12]=2)[NH:7][CH:6]=1)=[O:31]. The catalyst class is: 2. (2) Product: [Br:18][CH:19]([CH3:23])[C:20]([NH:6][C:5]1[C:7]([CH3:9])=[CH:8][C:2]([Br:1])=[CH:3][C:4]=1[CH3:10])=[O:21]. Reactant: [Br:1][C:2]1[CH:8]=[C:7]([CH3:9])[C:5]([NH2:6])=[C:4]([CH3:10])[CH:3]=1.C(N(CC)CC)C.[Br:18][CH:19]([CH3:23])[C:20](Br)=[O:21].C(=O)([O-])O.[Na+]. The catalyst class is: 7. (3) Reactant: [BH4-].[Na+].[Cl:3][C:4]1[CH:9]=[CH:8][C:7]([C@H:10]2[N:17]3[C:13]([S:14][C:15]([C:21](=[O:23])[CH3:22])=[C:16]3[CH:18]([CH3:20])[CH3:19])=[N:12][C@:11]2([C:25]2[CH:30]=[CH:29][C:28]([Cl:31])=[CH:27][CH:26]=2)[CH3:24])=[CH:6][CH:5]=1. Product: [Cl:3][C:4]1[CH:9]=[CH:8][C:7]([C@H:10]2[N:17]3[C:13]([S:14][C:15]([CH:21]([OH:23])[CH3:22])=[C:16]3[CH:18]([CH3:19])[CH3:20])=[N:12][C@:11]2([C:25]2[CH:26]=[CH:27][C:28]([Cl:31])=[CH:29][CH:30]=2)[CH3:24])=[CH:6][CH:5]=1. The catalyst class is: 5. (4) Reactant: [NH2:1][C:2]1[CH:3]=[C:4]([CH:10]=[CH:11][CH:12]=1)[C:5]([O:7][CH2:8][CH3:9])=[O:6].N1C=CC=CC=1.[C:19]1([S:25](Cl)(=[O:27])=[O:26])[CH:24]=[CH:23][CH:22]=[CH:21][CH:20]=1. The catalyst class is: 1. Product: [C:19]1([S:25]([NH:1][C:2]2[CH:3]=[C:4]([CH:10]=[CH:11][CH:12]=2)[C:5]([O:7][CH2:8][CH3:9])=[O:6])(=[O:27])=[O:26])[CH:24]=[CH:23][CH:22]=[CH:21][CH:20]=1. (5) The catalyst class is: 2. Product: [Cl:15][P:1]([NH:22][C@H:21]([C:20]([O:19][CH2:17][CH3:18])=[O:24])[CH3:23])([O:3][C:4]1[C:13]2[C:8](=[CH:9][CH:10]=[CH:11][CH:12]=2)[CH:7]=[CH:6][CH:5]=1)=[O:2]. Reactant: [P:1]([Cl:15])(Cl)([O:3][C:4]1[C:13]2[C:8](=[CH:9][CH:10]=[CH:11][CH:12]=2)[CH:7]=[CH:6][CH:5]=1)=[O:2].Cl.[CH2:17]([O:19][C:20](=[O:24])[C@H:21]([CH3:23])[NH2:22])[CH3:18].CCN(CC)CC. (6) Reactant: [NH2:1][C:2]1[N:7]=[C:6](OS(C(F)(F)F)(=O)=O)[C:5]([C:16]#[N:17])=[C:4]([C:18]2[O:19][CH2:20][CH2:21][CH:22]=2)[N:3]=1.[C:23]1([NH:29][CH2:30][CH2:31][NH2:32])[CH:28]=[CH:27][CH:26]=[CH:25][CH:24]=1. Product: [NH2:1][C:2]1[N:3]=[C:4]([C:18]2[O:19][CH2:20][CH2:21][CH:22]=2)[C:5]([C:16]#[N:17])=[C:6]([NH:32][CH2:31][CH2:30][NH:29][C:23]2[CH:28]=[CH:27][CH:26]=[CH:25][CH:24]=2)[N:7]=1. The catalyst class is: 57. (7) Reactant: [ClH:1].[NH2:2][CH2:3][C@@H:4]([C:6]1[C:14]2[S:13][C:12](=[O:15])[NH:11][C:10]=2[C:9]([O:16]CC2C=CC=CC=2)=[CH:8][CH:7]=1)[OH:5].[H][H]. Product: [ClH:1].[NH2:2][CH2:3][C@@H:4]([C:6]1[C:14]2[S:13][C:12](=[O:15])[NH:11][C:10]=2[C:9]([OH:16])=[CH:8][CH:7]=1)[OH:5]. The catalyst class is: 750.